From a dataset of Peptide-MHC class I binding affinity with 185,985 pairs from IEDB/IMGT. Regression. Given a peptide amino acid sequence and an MHC pseudo amino acid sequence, predict their binding affinity value. This is MHC class I binding data. (1) The peptide sequence is RYYDGNIYDL. The MHC is HLA-A02:02 with pseudo-sequence HLA-A02:02. The binding affinity (normalized) is 0.237. (2) The peptide sequence is VLAGLLGNV. The MHC is HLA-A02:06 with pseudo-sequence HLA-A02:06. The binding affinity (normalized) is 0.683. (3) The peptide sequence is PDDPVEIALY. The MHC is HLA-A30:02 with pseudo-sequence HLA-A30:02. The binding affinity (normalized) is 0.308.